From a dataset of CYP1A2 inhibition data for predicting drug metabolism from PubChem BioAssay. Regression/Classification. Given a drug SMILES string, predict its absorption, distribution, metabolism, or excretion properties. Task type varies by dataset: regression for continuous measurements (e.g., permeability, clearance, half-life) or binary classification for categorical outcomes (e.g., BBB penetration, CYP inhibition). Dataset: cyp1a2_veith. (1) The molecule is Cc1ccc(-c2nnc(-c3ccc(NC(=O)c4cccs4)cc3)o2)cc1. The result is 0 (non-inhibitor). (2) The drug is COc1ccccc1CN1CCCC2(CCN(C(=O)c3c(C)noc3C)CC2)C1. The result is 0 (non-inhibitor). (3) The compound is COc1ccc(-n2c(=O)c(C)nc3cnc(Oc4ccccc4)nc32)cc1. The result is 1 (inhibitor). (4) The drug is CN(c1ccc(C(=O)NC2CC3CCC2C3)cc1)S(C)(=O)=O. The result is 0 (non-inhibitor).